This data is from hERG potassium channel inhibition data for cardiac toxicity prediction from Karim et al.. The task is: Regression/Classification. Given a drug SMILES string, predict its toxicity properties. Task type varies by dataset: regression for continuous values (e.g., LD50, hERG inhibition percentage) or binary classification for toxic/non-toxic outcomes (e.g., AMES mutagenicity, cardiotoxicity, hepatotoxicity). Dataset: herg_karim. (1) The drug is O=C(N1CCCCC1)N1CC(OC(c2ccc(Cl)cc2)c2cccnc2Cl)C1. The result is 0 (non-blocker). (2) The compound is Cc1ccc2c(-c3nnc(SCCCN4CC5CC5(c5ccc(C(C)(C)C)cc5)C4)n3C)cccc2n1. The result is 1 (blocker). (3) The molecule is c1cn(-c2cc(NC3=NC[C@@]4(CN5CCC4CC5)O3)ncn2)cn1. The result is 0 (non-blocker). (4) The compound is c1ccc(COc2ccc(CCNc3ccncc3)cc2)cc1. The result is 1 (blocker).